Dataset: Full USPTO retrosynthesis dataset with 1.9M reactions from patents (1976-2016). Task: Predict the reactants needed to synthesize the given product. (1) Given the product [OH:17][C:6]1[CH:7]=[C:8]([N:11]2[CH2:16][CH2:15][O:14][CH2:13][CH2:12]2)[CH:9]=[CH:10][C:5]=1[C:3](=[O:4])[CH2:2][N:24]1[CH2:29][CH2:28][O:27][CH2:26][CH2:25]1, predict the reactants needed to synthesize it. The reactants are: Cl[CH2:2][C:3]([C:5]1[CH:10]=[CH:9][C:8]([N:11]2[CH2:16][CH2:15][O:14][CH2:13][CH2:12]2)=[CH:7][C:6]=1[OH:17])=[O:4].C([O-])([O-])=O.[K+].[K+].[NH:24]1[CH2:29][CH2:28][O:27][CH2:26][CH2:25]1. (2) Given the product [CH:15]1([CH2:14][O:8][C:7]2[C:2]([I:1])=[N:3][C:4]([S:9]([CH3:12])(=[O:10])=[O:11])=[CH:5][CH:6]=2)[CH2:17][CH2:16]1, predict the reactants needed to synthesize it. The reactants are: [I:1][C:2]1[C:7]([OH:8])=[CH:6][CH:5]=[C:4]([S:9]([CH3:12])(=[O:11])=[O:10])[N:3]=1.Br[CH2:14][CH:15]1[CH2:17][CH2:16]1.C([O-])([O-])=O.[K+].[K+].O. (3) Given the product [CH3:1][N:2]([CH3:7])[S:3]([NH:8][C@@H:9]([CH2:14][C:15]1[CH:16]=[CH:17][C:18]([O:21][C:22]2[C:31]3[C:26](=[CH:27][N:28]=[CH:29][CH:30]=3)[CH:25]=[CH:24][N:23]=2)=[CH:19][CH:20]=1)[C:10]([O:12][CH3:13])=[O:11])(=[O:5])=[O:4], predict the reactants needed to synthesize it. The reactants are: [CH3:1][N:2]([CH3:7])[S:3](Cl)(=[O:5])=[O:4].[NH2:8][C@@H:9]([CH2:14][C:15]1[CH:20]=[CH:19][C:18]([O:21][C:22]2[C:31]3[C:26](=[CH:27][N:28]=[CH:29][CH:30]=3)[CH:25]=[CH:24][N:23]=2)=[CH:17][CH:16]=1)[C:10]([O:12][CH3:13])=[O:11]. (4) Given the product [C:1]12([N:6]([CH2:50][CH2:51][O:52][CH:38]3[CH2:39][CH2:40][CH2:41][CH2:42][O:37]3)[S:7]([C:10]3[C:11]([Cl:17])=[N:12][CH:13]=[C:14]([Br:16])[CH:15]=3)(=[O:9])=[O:8])[CH2:5][CH:3]([CH2:2]1)[CH2:4]2, predict the reactants needed to synthesize it. The reactants are: [C:1]12([NH:6][S:7]([C:10]3[C:11]([Cl:17])=[N:12][CH:13]=[C:14]([Br:16])[CH:15]=3)(=[O:9])=[O:8])[CH2:5][CH:3]([CH2:4]1)[CH2:2]2.C1(P(C2C=CC=CC=2)C2C=CC=CC=2)C=CC=CC=1.[O:37]1[CH2:42][CH2:41][CH2:40][CH2:39][CH:38]1C(C(O)CO)=O.C1C[O:52][CH2:51][CH2:50]1. (5) The reactants are: [F:1][C:2]1[CH:7]=[CH:6][C:5]([CH2:8][CH:9]2[CH2:18][CH2:17][C:12]3(OCC[O:13]3)[CH2:11][CH2:10]2)=[CH:4][CH:3]=1.Cl. Given the product [F:1][C:2]1[CH:3]=[CH:4][C:5]([CH2:8][CH:9]2[CH2:18][CH2:17][C:12](=[O:13])[CH2:11][CH2:10]2)=[CH:6][CH:7]=1, predict the reactants needed to synthesize it. (6) Given the product [C:12]([O:11][C:9](=[O:10])[NH:1][C@@H:2]([CH2:5][CH3:6])[CH2:3][OH:4])([CH3:15])([CH3:14])[CH3:13], predict the reactants needed to synthesize it. The reactants are: [NH2:1][C@@H:2]([CH2:5][CH3:6])[CH2:3][OH:4].[OH-].[Na+].[C:9](O[C:9]([O:11][C:12]([CH3:15])([CH3:14])[CH3:13])=[O:10])([O:11][C:12]([CH3:15])([CH3:14])[CH3:13])=[O:10]. (7) Given the product [Br:28][C:29]1[CH:34]=[CH:33][CH:32]=[CH:31][C:30]=1[NH:35][C:36]([NH:26][C:21]1[CH:22]=[CH:23][C:24]([Cl:25])=[C:19]([S:16]([NH:15][CH2:14][CH2:13][NH:12][C:10]([O:9][C:5]([CH3:8])([CH3:6])[CH3:7])=[O:11])(=[O:18])=[O:17])[C:20]=1[OH:27])=[O:37], predict the reactants needed to synthesize it. The reactants are: NC(N)=O.[C:5]([O:9][C:10]([NH:12][CH2:13][CH2:14][NH:15][S:16]([C:19]1[C:24]([Cl:25])=[CH:23][CH:22]=[C:21]([NH2:26])[C:20]=1[OH:27])(=[O:18])=[O:17])=[O:11])([CH3:8])([CH3:7])[CH3:6].[Br:28][C:29]1[CH:34]=[CH:33][CH:32]=[CH:31][C:30]=1[N:35]=[C:36]=[O:37].